Predict which catalyst facilitates the given reaction. From a dataset of Catalyst prediction with 721,799 reactions and 888 catalyst types from USPTO. (1) Reactant: [CH2:1]([O:4][C:5]1[CH:12]=[CH:11][C:8]([CH:9]=O)=[CH:7][CH:6]=1)[CH2:2][CH3:3].[CH3:13][C:14]([C:16]1[CH:21]=[C:20]([O:22][CH3:23])[CH:19]=[C:18]([O:24][CH3:25])[CH:17]=1)=[O:15].[OH-].[Na+]. Product: [CH2:1]([O:4][C:5]1[CH:12]=[CH:11][C:8](/[CH:9]=[CH:13]/[C:14]([C:16]2[CH:17]=[C:18]([O:24][CH3:25])[CH:19]=[C:20]([O:22][CH3:23])[CH:21]=2)=[O:15])=[CH:7][CH:6]=1)[CH2:2][CH3:3]. The catalyst class is: 5. (2) Reactant: [Mg].Br[C:3]1[C:8]([CH3:9])=[CH:7][CH:6]=[CH:5][C:4]=1[CH3:10].[CH2:11]([Si:14](OC)([O:17][CH3:18])[O:15][CH3:16])[CH2:12][CH3:13]. Product: [CH3:10][C:4]1[CH:5]=[CH:6][CH:7]=[C:8]([CH3:9])[C:3]=1[Si:14]([CH2:11][CH2:12][CH3:13])([O:17][CH3:18])[O:15][CH3:16]. The catalyst class is: 28. (3) Reactant: [CH3:1][C:2]1([CH3:10])[CH2:9][C:7](=O)[CH2:6][C:4](=[O:5])[CH2:3]1.[F:11][C:12]([F:27])([F:26])[C:13]1[CH:18]=[CH:17][C:16]([C:19]2[C:23]([CH:24]=O)=[CH:22][NH:21][N:20]=2)=[CH:15][CH:14]=1.[C:28]([O:34][CH:35]([CH3:37])[CH3:36])(=[O:33])[CH2:29][C:30]([CH3:32])=O.C([O-])(=O)C.[NH4+:42]. Product: [CH3:32][C:30]1[NH:42][C:7]2[CH2:9][C:2]([CH3:1])([CH3:10])[CH2:3][C:4](=[O:5])[C:6]=2[CH:24]([C:23]2[C:19]([C:16]3[CH:17]=[CH:18][C:13]([C:12]([F:27])([F:26])[F:11])=[CH:14][CH:15]=3)=[N:20][NH:21][CH:22]=2)[C:29]=1[C:28]([O:34][CH:35]([CH3:37])[CH3:36])=[O:33]. The catalyst class is: 162. (4) Reactant: [C:1]([O:7][CH3:8])(=[O:6])[C:2](OC)=O.[Cl:9][C:10]1[CH:15]=[CH:14][C:13]([C:16](=O)[CH3:17])=[CH:12][CH:11]=1.C[O-].[Na+].[Na].C([O-])(=[O:27])CCC. Product: [Cl:9][C:10]1[CH:15]=[CH:14][C:13]([CH2:16][C:17](=[O:27])[CH2:2][C:1]([O:7][CH3:8])=[O:6])=[CH:12][CH:11]=1. The catalyst class is: 5. (5) Reactant: [CH2:1]([NH:8][C:9](=[O:42])[C@@H:10]([NH:25][S:26]([C:29]1[CH:38]=[CH:37][C:36]2[C:31](=[CH:32][CH:33]=[C:34]([N:39]([CH3:41])[CH3:40])[CH:35]=2)[CH:30]=1)(=[O:28])=[O:27])[CH2:11][CH2:12][CH2:13][NH:14]C(=O)OCC1C=CC=CC=1)[C:2]1[CH:7]=[CH:6][CH:5]=[CH:4][CH:3]=1. Product: [NH2:14][CH2:13][CH2:12][CH2:11][C@H:10]([NH:25][S:26]([C:29]1[CH:38]=[CH:37][C:36]2[C:31](=[CH:32][CH:33]=[C:34]([N:39]([CH3:41])[CH3:40])[CH:35]=2)[CH:30]=1)(=[O:28])=[O:27])[C:9]([NH:8][CH2:1][C:2]1[CH:3]=[CH:4][CH:5]=[CH:6][CH:7]=1)=[O:42]. The catalyst class is: 19.